From a dataset of Reaction yield outcomes from USPTO patents with 853,638 reactions. Predict the reaction yield, written as a fraction of the theoretical maximum amount of product (1.0 means a 100% yield; for example, 0.34 means a 34% yield). (1) The reactants are [H-].[Na+].[Cl:3][C:4]1[NH:5][C:6]2[C:11]([CH:12]=1)=[CH:10][CH:9]=[CH:8][CH:7]=2.Cl[CH2:14][N:15]1[CH2:19][CH:18]([CH2:20][CH2:21][CH3:22])[CH2:17][C:16]1=[O:23].O. The catalyst is CN(C=O)C. The product is [Cl:3][C:4]1[N:5]([CH2:14][N:15]2[CH2:19][CH:18]([CH2:20][CH2:21][CH3:22])[CH2:17][C:16]2=[O:23])[C:6]2[C:11]([CH:12]=1)=[CH:10][CH:9]=[CH:8][CH:7]=2. The yield is 0.420. (2) The reactants are [Cl:1][C:2]1[CH:3]=[C:4]([CH:8]=[CH:9][C:10]=1[C:11]([N:13]1[CH2:17][CH2:16][CH2:15][CH2:14]1)=[O:12])[C:5]([OH:7])=O.CN(C(ON1N=NC2C=CC=CC1=2)=[N+](C)C)C.[B-](F)(F)(F)F.C(N(C(C)C)CC)(C)C.[Cl:49][C:50]1[CH:64]=[CH:63][C:53]2[NH:54][C:55]([C@@H:57]([NH2:62])[CH2:58][CH2:59][S:60][CH3:61])=[N:56][C:52]=2[CH:51]=1.ClCl. The catalyst is O1CCCC1.ClCCl.C(O)C. The product is [Cl:1][C:2]1[CH:3]=[C:4]([CH:8]=[CH:9][C:10]=1[C:11]([N:13]1[CH2:17][CH2:16][CH2:15][CH2:14]1)=[O:12])[C:5]([NH:62][C@H:57]([C:55]1[NH:54][C:53]2[CH:63]=[CH:64][C:50]([Cl:49])=[CH:51][C:52]=2[N:56]=1)[CH2:58][CH2:59][S:60][CH3:61])=[O:7]. The yield is 0.620. (3) The yield is 0.480. No catalyst specified. The product is [Cl:39][C:34]1[C:35]([C:37]#[N:38])=[N:36][C:31]([CH2:30][OH:29])=[CH:32][CH:33]=1. The reactants are [Si](OCC1N=C(C#N)C(C(F)(F)F)=CC=1)(C(C)(C)C)(C)C.[Si]([O:29][CH2:30][C:31]1[N:36]=[C:35]([C:37]#[N:38])[C:34]([Cl:39])=[CH:33][CH:32]=1)(C(C)(C)C)(C)C. (4) The reactants are C(OC([N:8]1[CH2:13][CH2:12][N:11]([C:14]2[CH:19]=[CH:18][CH:17]=[C:16]([NH:20][CH2:21][CH2:22][N:23]3[CH2:27][CH2:26][CH2:25][CH2:24]3)[CH:15]=2)[CH2:10][CH2:9]1)=O)(C)(C)C.Cl. The catalyst is CO. The product is [N:11]1([C:14]2[CH:15]=[C:16]([NH:20][CH2:21][CH2:22][N:23]3[CH2:24][CH2:25][CH2:26][CH2:27]3)[CH:17]=[CH:18][CH:19]=2)[CH2:10][CH2:9][NH:8][CH2:13][CH2:12]1. The yield is 0.990. (5) The reactants are Br[C:2]1[CH:3]=[N:4][N:5]([C:9]2[CH:24]=[CH:23][C:12]([C:13]([NH:15][CH2:16][CH:17]3[CH2:22][CH2:21][O:20][CH2:19][CH2:18]3)=[O:14])=[CH:11][N:10]=2)[C:6]=1[O:7][CH3:8].[CH3:25][O:26][C:27]1[C:32]([O:33][CH3:34])=[C:31](B(O)O)[CH:30]=[CH:29][N:28]=1.C(=O)(O)[O-].[Na+]. The catalyst is O1CCOCC1.O.CCOC(C)=O.C1C=CC(P(C2C=CC=CC=2)[C-]2C=CC=C2)=CC=1.C1C=CC(P(C2C=CC=CC=2)[C-]2C=CC=C2)=CC=1.Cl[Pd]Cl.[Fe+2].C(Cl)Cl. The product is [CH3:25][O:26][C:27]1[C:32]([O:33][CH3:34])=[C:31]([C:2]2[CH:3]=[N:4][N:5]([C:9]3[CH:24]=[CH:23][C:12]([C:13]([NH:15][CH2:16][CH:17]4[CH2:22][CH2:21][O:20][CH2:19][CH2:18]4)=[O:14])=[CH:11][N:10]=3)[C:6]=2[O:7][CH3:8])[CH:30]=[CH:29][N:28]=1. The yield is 0.427. (6) The reactants are [CH3:1][O:2][C:3](=[O:19])[C:4]1[CH:9]=[C:8]([OH:10])[CH:7]=[C:6]([O:11][C:12]2[CH:17]=[CH:16][C:15]([Br:18])=[CH:14][CH:13]=2)[CH:5]=1.I[C:21]1[CH:26]=[CH:25][CH:24]=[CH:23][CH:22]=1.C(=O)([O-])[O-].[Cs+].[Cs+].S([O-])([O-])(=O)=O.[Mg+2].CC(=NO)C(C)=NO. The catalyst is C(#N)C.[Cu-]=O. The product is [CH3:1][O:2][C:3](=[O:19])[C:4]1[CH:9]=[C:8]([O:10][C:21]2[CH:26]=[CH:25][CH:24]=[CH:23][CH:22]=2)[CH:7]=[C:6]([O:11][C:12]2[CH:17]=[CH:16][C:15]([Br:18])=[CH:14][CH:13]=2)[CH:5]=1. The yield is 0.230. (7) The reactants are Br[C:2]1[C:3]([O:18][C:19]2[CH:26]=[CH:25][CH:24]=[CH:23][C:20]=2[C:21]#[N:22])=[C:4]2[C:9](=[CH:10][CH:11]=1)[N:8]([C:12]([CH:14]1[CH2:16][CH2:15]1)=[O:13])[C@@H:7]([CH3:17])[CH2:6][CH2:5]2.[B:27]1([B:27]2[O:31][C:30]([CH3:33])([CH3:32])[C:29]([CH3:35])([CH3:34])[O:28]2)[O:31][C:30]([CH3:33])([CH3:32])[C:29]([CH3:35])([CH3:34])[O:28]1.C([O-])(=O)C.[K+]. The catalyst is O1CCOCC1.C(OCC)(=O)C.C1C=CC(P(C2C=CC=CC=2)[C-]2C=CC=C2)=CC=1.C1C=CC(P(C2C=CC=CC=2)[C-]2C=CC=C2)=CC=1.Cl[Pd]Cl.[Fe+2].ClCCl. The product is [CH:14]1([C:12]([N:8]2[C:9]3[C:4](=[C:3]([O:18][C:19]4[CH:26]=[CH:25][CH:24]=[CH:23][C:20]=4[C:21]#[N:22])[C:2]([B:27]4[O:31][C:30]([CH3:33])([CH3:32])[C:29]([CH3:35])([CH3:34])[O:28]4)=[CH:11][CH:10]=3)[CH2:5][CH2:6][C@@H:7]2[CH3:17])=[O:13])[CH2:16][CH2:15]1. The yield is 0.640. (8) The reactants are O[CH2:2][C:3]1[CH:12]=[N:11][C:10]2[N:9]3[CH2:13][CH2:14][CH2:15][C@H:8]3[C:7](=[O:16])[NH:6][C:5]=2[CH:4]=1.[CH3:17][NH:18][S:19]([C:22]1[CH:27]=[CH:26][C:25]([N:28]2[CH2:33][CH2:32][NH:31][CH2:30][CH2:29]2)=[CH:24][CH:23]=1)(=[O:21])=[O:20].[I-].C(C[P+](C)(C)C)#N.C(N(CC)C(C)C)(C)C. The catalyst is C(#N)CC. The product is [CH3:17][NH:18][S:19]([C:22]1[CH:23]=[CH:24][C:25]([N:28]2[CH2:33][CH2:32][N:31]([CH2:2][C:3]3[CH:12]=[N:11][C:10]4[N:9]5[CH2:13][CH2:14][CH2:15][C@H:8]5[C:7](=[O:16])[NH:6][C:5]=4[CH:4]=3)[CH2:30][CH2:29]2)=[CH:26][CH:27]=1)(=[O:20])=[O:21]. The yield is 0.528. (9) The reactants are [OH:1][NH:2][C:3](=[NH:17])[N:4]1[CH2:9][CH2:8][N:7]([C:10]([O:12][C:13]([CH3:16])([CH3:15])[CH3:14])=[O:11])[CH2:6][CH2:5]1.[S:18]1[CH:22]=[CH:21][CH:20]=[C:19]1[C:23](Cl)=O.CCN(C(C)C)C(C)C. The catalyst is C(Cl)Cl. The product is [S:18]1[CH:22]=[CH:21][CH:20]=[C:19]1[C:23]1[O:1][N:2]=[C:3]([N:4]2[CH2:5][CH2:6][N:7]([C:10]([O:12][C:13]([CH3:14])([CH3:16])[CH3:15])=[O:11])[CH2:8][CH2:9]2)[N:17]=1. The yield is 0.200.